Dataset: Full USPTO retrosynthesis dataset with 1.9M reactions from patents (1976-2016). Task: Predict the reactants needed to synthesize the given product. Given the product [CH2:34]([N:1]([CH:27]1[CH2:32][CH2:31][CH:30]([OH:33])[CH2:29][CH2:28]1)[C:2]1[C:17]2[CH2:16][CH:15]=[CH:14][CH2:13][CH2:12][C:11]3[CH:18]=[C:19]([CH3:24])[N:20]=[C:21]([O:22][CH3:23])[C:10]=3[CH2:9][NH:8][C:7](=[O:25])[C:6]=2[CH:5]=[CH:4][CH:3]=1)[CH3:35], predict the reactants needed to synthesize it. The reactants are: [NH2:1][C:2]1[C:17]2[CH2:16][CH:15]=[CH:14][CH2:13][CH2:12][C:11]3[CH:18]=[C:19]([CH3:24])[N:20]=[C:21]([O:22][CH3:23])[C:10]=3[CH2:9][NH:8][C:7](=[O:25])[C:6]=2[CH:5]=[CH:4][CH:3]=1.O[CH:27]1[CH2:32][CH2:31][C:30](=[O:33])[CH2:29][CH2:28]1.[CH3:34][C:35](O)=O.[BH-](OC(C)=O)(OC(C)=O)OC(C)=O.[Na+].C(=O)C.C([O-])(O)=O.[Na+].